From a dataset of Forward reaction prediction with 1.9M reactions from USPTO patents (1976-2016). Predict the product of the given reaction. (1) Given the reactants [CH:1]1([CH:7]([NH:22][C:23]2[CH:28]=[CH:27][C:26]([C:29]([N:31]([CH3:39])[CH2:32][CH2:33][C:34]([O:36]CC)=[O:35])=[O:30])=[CH:25][CH:24]=2)[C:8]2[S:16][C:15]3[C:10](=[N:11][CH:12]=[C:13]([C:17]([F:20])([F:19])[F:18])[CH:14]=3)[C:9]=2[CH3:21])[CH2:6][CH2:5][CH2:4][CH2:3][CH2:2]1.O1CCCC1.[OH-].[Na+], predict the reaction product. The product is: [CH:1]1([CH:7]([NH:22][C:23]2[CH:24]=[CH:25][C:26]([C:29]([N:31]([CH3:39])[CH2:32][CH2:33][C:34]([OH:36])=[O:35])=[O:30])=[CH:27][CH:28]=2)[C:8]2[S:16][C:15]3[C:10](=[N:11][CH:12]=[C:13]([C:17]([F:20])([F:19])[F:18])[CH:14]=3)[C:9]=2[CH3:21])[CH2:6][CH2:5][CH2:4][CH2:3][CH2:2]1. (2) Given the reactants [Na+].[C:2]([C:5]1[CH:6]=[CH:7][C:8]([C:11]2[CH:19]=[CH:18][C:14]([C:15]([O-:17])=O)=[CH:13][CH:12]=2)=[N:9][CH:10]=1)(=[O:4])[CH3:3].CN1CCOCC1.ClC1N=C(OC)N=C(OC)N=1.[NH:38]1[CH2:42][CH2:41][CH2:40][C@H:39]1[CH2:43][N:44]1[CH2:48][CH2:47][CH2:46][CH2:45]1, predict the reaction product. The product is: [N:44]1([CH2:43][C@@H:39]2[CH2:40][CH2:41][CH2:42][N:38]2[C:15]([C:14]2[CH:13]=[CH:12][C:11]([C:8]3[N:9]=[CH:10][C:5]([C:2](=[O:4])[CH3:3])=[CH:6][CH:7]=3)=[CH:19][CH:18]=2)=[O:17])[CH2:48][CH2:47][CH2:46][CH2:45]1. (3) Given the reactants C(S(N1CCC(C2C3C(=C(C(N)=O)C=C([C:21]4[S:22][C:23]([CH2:26][NH:27][CH2:28][CH:29]([CH3:32])[CH2:30][CH3:31])=[CH:24][CH:25]=4)C=3)NC=2)CC1)(=O)=O)C.C(C1SC([B:43]([OH:45])[OH:44])=CC=1)=O.C[C@@H](CC)CN.[BH3-]C#N.[Na+], predict the reaction product. The product is: [CH3:32][C@@H:29]([CH2:30][CH3:31])[CH2:28][NH:27][CH2:26][C:23]1[S:22][C:21]([B:43]([OH:45])[OH:44])=[CH:25][CH:24]=1.